Dataset: Catalyst prediction with 721,799 reactions and 888 catalyst types from USPTO. Task: Predict which catalyst facilitates the given reaction. (1) Reactant: [C:1]([O:5][C:6]([N:8]1[CH2:13][CH2:12][N:11]([C:14]2[CH:19]=[CH:18][C:17]([C@@H:20]([N:22]([C:37]([O:39][C:40]([CH3:43])([CH3:42])[CH3:41])=[O:38])[CH2:23][CH2:24][C:25]3[CH:30]=[C:29]([O:31][CH3:32])[C:28]([N+:33]([O-])=O)=[CH:27][C:26]=3[Cl:36])[CH3:21])=[CH:16][CH:15]=2)[CH2:10][CH2:9]1)=[O:7])([CH3:4])([CH3:3])[CH3:2].[NH4+].[Cl-]. Product: [C:1]([O:5][C:6]([N:8]1[CH2:13][CH2:12][N:11]([C:14]2[CH:19]=[CH:18][C:17]([C@@H:20]([N:22]([CH2:23][CH2:24][C:25]3[CH:30]=[C:29]([O:31][CH3:32])[C:28]([NH2:33])=[CH:27][C:26]=3[Cl:36])[C:37]([O:39][C:40]([CH3:42])([CH3:43])[CH3:41])=[O:38])[CH3:21])=[CH:16][CH:15]=2)[CH2:10][CH2:9]1)=[O:7])([CH3:2])([CH3:3])[CH3:4]. The catalyst class is: 284. (2) Reactant: C1C=CC(P(C2C([O:20][C:21]3C(P(C4C=CC=CC=4)C4C=CC=CC=4)=CC=CC=3)=CC=CC=2)C2C=CC=CC=2)=CC=1.Br[C:41]1[CH:49]=[C:48]2[C:44]([C:45]([CH:50]3[CH2:55][CH2:54][CH2:53][CH2:52][CH2:51]3)=[CH:46][NH:47]2)=[CH:43][CH:42]=1.[CH3:56][N:57]([CH3:62])[S:58]([NH2:61])(=[O:60])=[O:59].C([O-])([O-])=O.[K+].[K+]. Product: [CH:50]1([C:45]2[C:44]3[C:48](=[CH:49][C:41]([C:21]([NH:61][S:58](=[O:60])(=[O:59])[N:57]([CH3:62])[CH3:56])=[O:20])=[CH:42][CH:43]=3)[NH:47][CH:46]=2)[CH2:55][CH2:54][CH2:53][CH2:52][CH2:51]1. The catalyst class is: 718. (3) Product: [P:7](#[C:1][CH2:2][C:75]1[CH:74]=[CH:73][CH:72]=[CH:71][C:70]=1[CH2:69][O:68][C@@H:67]1[C@@H:76]([CH2:77][O:78][CH2:79][C:80]2[CH:81]=[CH:82][CH:83]=[CH:84][CH:85]=2)[NH:56][CH2:57][C@H:58]1[O:59][CH2:60][C:61]1[CH:66]=[CH:65][CH:64]=[CH:63][CH:62]=1)=[O:23]. Reactant: [C:1]1([P:7](C2C=CC=CC=2)C2C=CC=CC=2)C=CC=C[CH:2]=1.N(C(OC(C)C)=O)=NC(OC(C)C)=[O:23].P([O-])(OCC1C=CC=CC=1)(OCC1C=CC=CC=1)=O.OCC[N:56]1[C@H:76]([CH2:77][O:78][CH2:79][C:80]2[CH:85]=[CH:84][CH:83]=[CH:82][CH:81]=2)[C@@H:67]([O:68][CH2:69][C:70]2[CH:75]=[CH:74][CH:73]=[CH:72][CH:71]=2)[C@H:58]([O:59][CH2:60][C:61]2[CH:66]=[CH:65][CH:64]=[CH:63][CH:62]=2)[CH2:57]1. The catalyst class is: 1. (4) Reactant: [CH3:1][N:2]1[CH:6]=[CH:5][CH:4]=[C:3]1/[CH:7]=[CH:8]/[C:9]1[CH:18]=[CH:17][C:12]([C:13]([O:15]C)=[O:14])=[CH:11][CH:10]=1.[OH-].[Li+:20]. Product: [Li+:20].[CH3:1][N:2]1[CH:6]=[CH:5][CH:4]=[C:3]1/[CH:7]=[CH:8]/[C:9]1[CH:10]=[CH:11][C:12]([C:13]([O-:15])=[O:14])=[CH:17][CH:18]=1. The catalyst class is: 5. (5) Reactant: C(N(CC)CC)C.[CH2:8]([NH:10][S:11]([CH3:14])(=[O:13])=[O:12])[CH3:9].[CH2:15]([O:22][CH2:23][CH:24]1[CH2:26][O:25]1)[C:16]1[CH:21]=[CH:20][CH:19]=[CH:18][CH:17]=1. Product: [CH2:15]([O:22][CH2:23][CH:24]([OH:25])[CH2:26][N:10]([CH2:8][CH3:9])[S:11]([CH3:14])(=[O:13])=[O:12])[C:16]1[CH:21]=[CH:20][CH:19]=[CH:18][CH:17]=1. The catalyst class is: 12. (6) Reactant: [C:1]([O:5][C:6]([N:8]1[C@@H:12]([C@H:13]([OH:20])[C:14]2[CH:15]=[N:16][CH:17]=[CH:18][CH:19]=2)[CH2:11][CH2:10][C@H:9]1[CH2:21][C:22]1[CH:30]=[CH:29][C:25]([C:26](O)=[O:27])=[CH:24][CH:23]=1)=[O:7])([CH3:4])([CH3:3])[CH3:2].[N:31]1([CH:36]2[CH2:41][CH2:40]NC[CH2:37]2)[CH:35]=[CH:34][CH:33]=[N:32]1.C1C=[N:46][C:45]2N(O)N=NC=2C=1.C(Cl)CCl.CCN(C(C)C)C(C)C. Product: [OH:20][C@H:13]([C:14]1[CH:15]=[N:16][CH:17]=[CH:18][CH:19]=1)[C@H:12]1[CH2:11][CH2:10][C@@H:9]([CH2:21][C:22]2[CH:23]=[CH:24][C:25]([C:26]([N:46]3[CH2:37][CH:36]([N:31]4[CH:35]=[CH:34][CH:33]=[N:32]4)[CH2:41][CH2:40][CH2:45]3)=[O:27])=[CH:29][CH:30]=2)[N:8]1[C:6]([O:5][C:1]([CH3:2])([CH3:4])[CH3:3])=[O:7]. The catalyst class is: 3. (7) Reactant: [NH2:1][C:2]1[O:3][CH2:4][C@:5]2([C:19]3[C:14](=[N:15][CH:16]=[C:17]([C:20]#[C:21][C:22]([OH:25])([CH3:24])[CH3:23])[CH:18]=3)[O:13][C:12]3[C:7]2=[CH:8][C:9]([OH:26])=[CH:10][CH:11]=3)[N:6]=1.C(=O)([O-])[O-].[Cs+].[Cs+].[F:33][C:34]([F:53])([F:52])[S:35](N(C1C=CC=CC=1)[S:35]([C:34]([F:53])([F:52])[F:33])(=[O:37])=[O:36])(=[O:37])=[O:36]. The catalyst class is: 3. Product: [F:33][C:34]([F:53])([F:52])[S:35]([O:26][C:9]1[CH:8]=[C:7]2[C@@:5]3([CH2:4][O:3][C:2]([NH2:1])=[N:6]3)[C:19]3[C:14](=[N:15][CH:16]=[C:17]([C:20]#[C:21][C:22]([OH:25])([CH3:23])[CH3:24])[CH:18]=3)[O:13][C:12]2=[CH:11][CH:10]=1)(=[O:37])=[O:36]. (8) Reactant: Cl.Cl.[NH2:3][CH2:4][C:5]([F:9])([F:8])[CH2:6][NH2:7].C(N(CC)C(C)C)(C)C.Cl[C:20]([CH3:35])([CH3:34])[CH:21]([N:32]=[O:33])[CH2:22][CH2:23][N:24]1[CH:28]=[CH:27][N:26]=[C:25]1[N+:29]([O-:31])=[O:30]. Product: [NH2:3][CH2:4][C:5]([F:9])([F:8])[CH2:6][NH:7][C:20]([CH3:35])([CH3:34])[C:21](=[N:32][OH:33])[CH2:22][CH2:23][N:24]1[CH:28]=[CH:27][N:26]=[C:25]1[N+:29]([O-:31])=[O:30]. The catalyst class is: 10. (9) Reactant: BrC1C=CC([C:8]2([C@@H:13]3[CH2:17][CH2:16][CH2:15][N:14]3[C:18]([O:20][C:21]([CH3:24])([CH3:23])[CH3:22])=[O:19])[NH:12][CH:11]=[CH:10][S:9]2)=CC=1.CC1(C)C(C)(C)OB([C:33]2[CH:38]=[CH:37][C:36]([C:39]3[NH:43][C:42]([C@@H:44]4[CH2:48][CH2:47][CH2:46][N:45]4[C:49]([O:51][C:52]([CH3:55])([CH3:54])[CH3:53])=[O:50])=[N:41][CH:40]=3)=[CH:35][CH:34]=2)O1.C(=O)(O)[O-].[Na+]. Product: [C:52]([O:51][C:49]([N:45]1[CH2:46][CH2:47][CH2:48][C@H:44]1[C:42]1[NH:43][C:39]([C:36]2[CH:37]=[CH:38][C:33]([C:33]3[CH:38]=[CH:37][C:36]([C:11]4[N:12]=[C:8]([C@@H:13]5[CH2:17][CH2:16][CH2:15][N:14]5[C:18]([O:20][C:21]([CH3:22])([CH3:23])[CH3:24])=[O:19])[S:9][CH:10]=4)=[CH:35][CH:34]=3)=[CH:34][CH:35]=2)=[CH:40][N:41]=1)=[O:50])([CH3:54])([CH3:55])[CH3:53]. The catalyst class is: 140. (10) Reactant: Br[CH2:2][C:3]([C:5]1([C:9]2[CH:14]=[CH:13][C:12]([Cl:15])=[C:11]([Cl:16])[CH:10]=2)[CH2:8][CH2:7][CH2:6]1)=[O:4].[CH:17]12[CH2:23][CH:20]([CH2:21][CH2:22]1)[CH2:19][NH:18]2.Cl.CCN(CC)CC. Product: [CH:17]12[CH2:23][CH:20]([CH2:21][CH2:22]1)[CH2:19][N:18]2[CH2:2][C:3]([C:5]1([C:9]2[CH:14]=[CH:13][C:12]([Cl:15])=[C:11]([Cl:16])[CH:10]=2)[CH2:8][CH2:7][CH2:6]1)=[O:4]. The catalyst class is: 2.